From a dataset of Experimentally validated miRNA-target interactions with 360,000+ pairs, plus equal number of negative samples. Binary Classification. Given a miRNA mature sequence and a target amino acid sequence, predict their likelihood of interaction. (1) The miRNA is hsa-miR-3177-3p with sequence UGCACGGCACUGGGGACACGU. The protein sequence of the target gene is MGLWGQSVPTASSARAGRYPGARTASGTRPWLLDPKILKFVVFIVAVLLPVRVDSATIPRQDEVPQQTVAPQQQRRSLKEEECPAGSHRSEYTGACNPCTEGVDYTIASNNLPSCLLCTVCKSGQTNKSSCTTTRDTVCQCEKGSFQDKNSPEMCRTCRTGCPRGMVKVSNCTPRSDIKCKNESAASSTGKTPAAEETVTTILGMLASPYHYLIIIVVLVIILAVVVVGFSCRKKFISYLKGICSGGGGGPERVHRVLFRRRSCPSRVPGAEDNARNETLSNRYLQPTQVSEQEIQGQEL.... Result: 0 (no interaction). (2) The miRNA is hsa-miR-6073 with sequence GGUAGUGAGUUAUCAGCUAC. The protein sequence of the target gene is MTMRSAVFKAAAAPAGGNPEQRLDYERAAALGGPEDEPGAAEAHFLPRHRKLKEPGPPLASSQGGSPAPSPAGCGGKGRGLLLPAGAAPGQQEESWGGSVPLPCPPPATKQAGIGGEPAAAGAGCSPRPKYQAVLPIQTGSLVAAAKEPTPWAGDKGGAASPAATASDPAGPPPLPLPGPPPLAPTATAGTLAASEGRWKSMRKSPLGGGGGSGASSQAACLKQILLLQLDLIEQQQQQLQAKEKEIEELKSERDTLLARIERMERRMQLVKKDNEKERHKLFQGYETEEREETELSEKI.... Result: 0 (no interaction). (3) The miRNA is hsa-miR-500a-3p with sequence AUGCACCUGGGCAAGGAUUCUG. The protein sequence of the target gene is MAGFGAMEKFLVEYKSAVEKKLAEYKCNTNTAIELKLVRFPEDLENDIRTFFPEYTHQLFGDDETAFGYKGLKILLYYIAGSLSTMFRVEYASKVDENFDCVEADDVEGKIRQIIPPGFCTNTNDFLSLLEKEVDFKPFGTLLHTYSVLSPTGGENFTFQIYKADMTCRGFREYHERLQTFLMWFIETASFIDVDDERWHYFLVFEKYNKDGATLFATVGYMTVYNYYVYPDKTRPRVSQMLILTPFQGQGHGAQLLETVHRYYTEFPTVLDITAEDPSKSYVKLRDFVLVKLCQDLPCF.... Result: 0 (no interaction).